From a dataset of Reaction yield outcomes from USPTO patents with 853,638 reactions. Predict the reaction yield, written as a fraction of the theoretical maximum amount of product (1.0 means a 100% yield; for example, 0.34 means a 34% yield). (1) The reactants are I[Si](C)(C)C.[I:6][C:7]1[C:15]2[C:10](=[N:11][CH:12]=[N:13][C:14]=2[NH2:16])[N:9]([CH:17]([C:19]2[CH:20]=[C:21]3[N:26]([C:27]=2[C:28]2[CH:29]=[N:30][C:31]([O:34]C)=[CH:32][CH:33]=2)[CH:25]=[CH:24][CH:23]=[CH:22]3)[CH3:18])[N:8]=1.CO. The catalyst is C(#N)C.C(Cl)Cl. The product is [NH2:16][C:14]1[N:13]=[CH:12][N:11]=[C:10]2[N:9]([CH:17]([C:19]3[CH:20]=[C:21]4[N:26]([C:27]=3[C:28]3[CH:33]=[CH:32][C:31]([OH:34])=[N:30][CH:29]=3)[CH:25]=[CH:24][CH:23]=[CH:22]4)[CH3:18])[N:8]=[C:7]([I:6])[C:15]=12. The yield is 0.680. (2) The reactants are [CH3:1][N:2]1[CH2:6][CH2:5][CH2:4][C@@:3]1([CH2:10][O:11][Si:12]([CH:19]([CH3:21])[CH3:20])([CH:16]([CH3:18])[CH3:17])[CH:13]([CH3:15])[CH3:14])[C:7]([OH:9])=O.[F:22][C:23]1[CH:24]=[CH:25][C:26]([NH:29][NH2:30])=[N:27][CH:28]=1.CCN(C(C)C)C(C)C.CN(C(ON1N=NC2C=CC=NC1=2)=[N+](C)C)C.F[P-](F)(F)(F)(F)F. The catalyst is C(Cl)Cl. The product is [F:22][C:23]1[CH:24]=[CH:25][C:26]([NH:29][NH:30][C:7]([C@:3]2([CH2:10][O:11][Si:12]([CH:13]([CH3:14])[CH3:15])([CH:16]([CH3:17])[CH3:18])[CH:19]([CH3:20])[CH3:21])[CH2:4][CH2:5][CH2:6][N:2]2[CH3:1])=[O:9])=[N:27][CH:28]=1. The yield is 0.900.